Task: Predict the reaction yield, written as a fraction of the theoretical maximum amount of product (1.0 means a 100% yield; for example, 0.34 means a 34% yield).. Dataset: Reaction yield outcomes from USPTO patents with 853,638 reactions (1) The reactants are [N+:1]([C:4]1[CH:5]=[CH:6][C:7]2[N:13]3[N:14]=[C:15]([C:20]4[CH:25]=[CH:24][C:23]([O:26][C:27]5[CH:32]=[CH:31][CH:30]=[CH:29][CH:28]=5)=[CH:22][CH:21]=4)[C:16]([C:17]([NH2:19])=[O:18])=[C:12]3[NH:11][CH2:10][CH2:9][C:8]=2[CH:33]=1)([O-])=O. The catalyst is C(O)C.[Pd]. The product is [NH2:1][C:4]1[CH:5]=[CH:6][C:7]2[N:13]3[N:14]=[C:15]([C:20]4[CH:25]=[CH:24][C:23]([O:26][C:27]5[CH:28]=[CH:29][CH:30]=[CH:31][CH:32]=5)=[CH:22][CH:21]=4)[C:16]([C:17]([NH2:19])=[O:18])=[C:12]3[NH:11][CH2:10][CH2:9][C:8]=2[CH:33]=1. The yield is 0.268. (2) The reactants are [NH2:1][CH2:2][CH2:3][OH:4].Cl[C:6]([O:8][CH2:9][C:10]1[CH:15]=[CH:14][CH:13]=[CH:12][CH:11]=1)=[O:7].C(N(CC)CC)C. The catalyst is ClCCl. The product is [OH:4][CH2:3][CH2:2][NH:1][C:6](=[O:7])[O:8][CH2:9][C:10]1[CH:15]=[CH:14][CH:13]=[CH:12][CH:11]=1. The yield is 0.770. (3) The reactants are Cl[C:2]1[CH:3]=[CH:4][C:5]([N+:26]([O-:28])=[O:27])=[C:6]([CH:25]=1)[C:7]([NH:9][C:10]1[N:14]=[CH:13][N:12]([C:15]2[CH:20]=[CH:19][CH:18]=[C:17]([C:21]([F:24])([F:23])[F:22])[CH:16]=2)[N:11]=1)=[O:8].[NH:29]1[CH2:34][CH2:33][CH2:32][CH2:31][CH2:30]1. The catalyst is CN(C)C=O. The product is [N+:26]([C:5]1[CH:4]=[CH:3][C:2]([N:29]2[CH2:34][CH2:33][CH2:32][CH2:31][CH2:30]2)=[CH:25][C:6]=1[C:7]([NH:9][C:10]1[N:14]=[CH:13][N:12]([C:15]2[CH:20]=[CH:19][CH:18]=[C:17]([C:21]([F:24])([F:23])[F:22])[CH:16]=2)[N:11]=1)=[O:8])([O-:28])=[O:27]. The yield is 0.900. (4) The catalyst is CC1C=CC=CC=1C.[Cl-].[Na+].O.C(OCC)(=O)C.CC([O-])C.CC([O-])C.CC([O-])C.CC([O-])C.[Ti+4]. The reactants are [Cl:1][C:2]1[C:3]([O:21][CH3:22])=[C:4]([C:9]([CH3:20])([CH3:19])[CH2:10][C:11]([OH:18])([C:14]([F:17])([F:16])[F:15])[CH:12]=O)[CH:5]=[CH:6][C:7]=1[CH3:8].[NH2:23][C:24]1[CH:33]=[CH:32][CH:31]=[C:30]2[C:25]=1[CH:26]=[CH:27][NH:28][C:29]2=[O:34]. The yield is 0.703. The product is [Cl:1][C:2]1[C:3]([O:21][CH3:22])=[C:4]([C:9]([CH3:19])([CH3:20])[CH2:10][C:11]([OH:18])([C:14]([F:17])([F:16])[F:15])[CH:12]=[N:23][C:24]2[CH:33]=[CH:32][CH:31]=[C:30]3[C:25]=2[CH:26]=[CH:27][NH:28][C:29]3=[O:34])[CH:5]=[CH:6][C:7]=1[CH3:8].